Dataset: Forward reaction prediction with 1.9M reactions from USPTO patents (1976-2016). Task: Predict the product of the given reaction. Given the reactants [Cl:1][C:2]1[CH:3]=[C:4](/[CH:8]=[CH:9]/[C:10]([N:12]2[CH2:18][CH2:17][C:16](=[O:19])[N:15]([CH2:20][CH2:21][CH2:22][OH:23])[CH2:14][C@H:13]2[CH3:24])=[O:11])[CH:5]=[CH:6][CH:7]=1.CC1(C)N([O])C(C)(C)CCC1.[Br-].[K+].Cl[O-].[Na+].C([O-])(O)=[O:42].[Na+], predict the reaction product. The product is: [Cl:1][C:2]1[CH:3]=[C:4](/[CH:8]=[CH:9]/[C:10]([N:12]2[CH2:18][CH2:17][C:16](=[O:19])[N:15]([CH2:20][CH2:21][C:22]([OH:42])=[O:23])[CH2:14][C@H:13]2[CH3:24])=[O:11])[CH:5]=[CH:6][CH:7]=1.